This data is from Catalyst prediction with 721,799 reactions and 888 catalyst types from USPTO. The task is: Predict which catalyst facilitates the given reaction. (1) Reactant: [CH:1]1([N:7]([CH:19]2[CH2:24][CH2:23][CH2:22][CH2:21][CH2:20]2)[C:8](=[O:18])[NH:9][C:10]2[S:11][C:12]([C:15](O)=[O:16])=[CH:13][N:14]=2)[CH2:6][CH2:5][CH2:4][CH2:3][CH2:2]1.Cl.[CH3:26][N:27]([CH3:37])[S:28]([N:31]1[CH2:36][CH2:35][NH:34][CH2:33][CH2:32]1)(=[O:30])=[O:29].CN(C(ON1N=NC2C=CC=CC1=2)=[N+](C)C)C.F[P-](F)(F)(F)(F)F.CCN(C(C)C)C(C)C. Product: [CH3:26][N:27]([CH3:37])[S:28]([N:31]1[CH2:36][CH2:35][N:34]([C:15]([C:12]2[S:11][C:10]([NH:9][C:8]([N:7]([CH:1]3[CH2:2][CH2:3][CH2:4][CH2:5][CH2:6]3)[CH:19]3[CH2:24][CH2:23][CH2:22][CH2:21][CH2:20]3)=[O:18])=[N:14][CH:13]=2)=[O:16])[CH2:33][CH2:32]1)(=[O:29])=[O:30]. The catalyst class is: 329. (2) Reactant: [C:1](/[C:3](/[C:25]1[CH:30]=[CH:29][C:28]([O:31][CH3:32])=[C:27]([O:33][CH3:34])[CH:26]=1)=[CH:4]\[C:5]1[S:9][C:8]([N:10]2[CH2:15][CH2:14][CH:13]([O:16][C:17](=[O:24])[CH2:18][N:19]3[CH2:23][CH2:22][CH2:21][CH2:20]3)[CH2:12][CH2:11]2)=[CH:7][CH:6]=1)#[N:2].[CH3:35][S:36]([OH:39])(=[O:38])=[O:37].CCOCC.CC(O)C. Product: [CH3:35][S:36]([OH:39])(=[O:38])=[O:37].[C:1](/[C:3](/[C:25]1[CH:30]=[CH:29][C:28]([O:31][CH3:32])=[C:27]([O:33][CH3:34])[CH:26]=1)=[CH:4]\[C:5]1[S:9][C:8]([N:10]2[CH2:11][CH2:12][CH:13]([O:16][C:17](=[O:24])[CH2:18][N:19]3[CH2:23][CH2:22][CH2:21][CH2:20]3)[CH2:14][CH2:15]2)=[CH:7][CH:6]=1)#[N:2]. The catalyst class is: 5.